This data is from Catalyst prediction with 721,799 reactions and 888 catalyst types from USPTO. The task is: Predict which catalyst facilitates the given reaction. (1) Reactant: C[O:2][C:3]([C:5]1([NH:13][C:14](=[O:26])[CH2:15][C:16]2[C:21]([CH:22]=[CH2:23])=[CH:20][C:19]([CH3:24])=[CH:18][C:17]=2[CH3:25])[CH2:10][CH2:9][N:8]([O:11][CH3:12])[CH2:7][CH2:6]1)=O.C[O-].[Na+].[Cl-].[NH4+].Cl. Product: [CH3:25][C:17]1[CH:18]=[C:19]([CH3:24])[CH:20]=[C:21]([CH:22]=[CH2:23])[C:16]=1[C:15]1[C:14](=[O:26])[NH:13][C:5]2([CH2:6][CH2:7][N:8]([O:11][CH3:12])[CH2:9][CH2:10]2)[C:3]=1[OH:2]. The catalyst class is: 9. (2) The catalyst class is: 2. Product: [O:17]1[CH2:18][CH2:19][N:14]([CH2:2][C:3]2[CH:4]=[C:5]([CH:8]=[C:9]([N+:11]([O-:13])=[O:12])[CH:10]=2)[C:6]#[N:7])[CH2:15][CH2:16]1. Reactant: Br[CH2:2][C:3]1[CH:4]=[C:5]([CH:8]=[C:9]([N+:11]([O-:13])=[O:12])[CH:10]=1)[C:6]#[N:7].[NH:14]1[CH2:19][CH2:18][O:17][CH2:16][CH2:15]1.C(N(CC)CC)C. (3) Reactant: [C:1]1(B(O)O)[CH:6]=[CH:5][CH:4]=[CH:3][CH:2]=1.Br[C:11]1[CH:12]=[C:13]([C:32]([O:34][CH3:35])=[O:33])[C:14]2[NH:15][C:16]3[CH:17]=[C:18]([C:24]([N:26]4[CH2:31][CH2:30][O:29][CH2:28][CH2:27]4)=[O:25])[CH:19]=[CH:20][C:21]=3[C:22]=2[N:23]=1.[O-]P([O-])([O-])=O.[K+].[K+].[K+].C1(P(C2CCCCC2)C2C=CC=CC=2C2C(C(C)C)=CC(C(C)C)=CC=2C(C)C)CCCCC1. Product: [N:26]1([C:24]([C:18]2[CH:19]=[CH:20][C:21]3[C:22]4[N:23]=[C:11]([C:1]5[CH:6]=[CH:5][CH:4]=[CH:3][CH:2]=5)[CH:12]=[C:13]([C:32]([O:34][CH3:35])=[O:33])[C:14]=4[NH:15][C:16]=3[CH:17]=2)=[O:25])[CH2:31][CH2:30][O:29][CH2:28][CH2:27]1. The catalyst class is: 167. (4) Reactant: [Br:1][CH2:2][C:3]1[CH:4]=[C:5]([CH:9]=[CH:10][CH:11]=1)[C:6](Cl)=[O:7].C(N(CC)CC)C.[C:19](=O)([O-])[OH:20].[Na+]. Product: [Br:1][CH2:2][C:3]1[CH:4]=[C:5]([CH:9]=[CH:10][CH:11]=1)[C:6]([O:20][CH3:19])=[O:7]. The catalyst class is: 5. (5) Reactant: C1COCC1.[NH2:6][C:7]1[C:12]2=[C:13]([C:19]3[CH:24]=[CH:23][C:22]([NH:25][C:26]([NH:28][C:29]4[CH:34]=[C:33]([C:35]([F:38])([F:37])[F:36])[CH:32]=[CH:31][C:30]=4[F:39])=[O:27])=[C:21]([F:40])[CH:20]=3)[C:14]([CH2:16][O:17][CH3:18])=[CH:15][N:11]2[N:10]=[CH:9][N:8]=1.[Br:41]N1C(C)(C)C(=O)N(Br)C1=O.[O-]S([O-])=O.[Na+].[Na+]. Product: [NH2:6][C:7]1[C:12]2=[C:13]([C:19]3[CH:24]=[CH:23][C:22]([NH:25][C:26]([NH:28][C:29]4[CH:34]=[C:33]([C:35]([F:36])([F:37])[F:38])[CH:32]=[CH:31][C:30]=4[F:39])=[O:27])=[C:21]([F:40])[CH:20]=3)[C:14]([CH2:16][O:17][CH3:18])=[C:15]([Br:41])[N:11]2[N:10]=[CH:9][N:8]=1. The catalyst class is: 25. (6) Product: [I:1][C:2]1[C:10]2[C:5](=[CH:6][C:7]([N+:12]([O-:14])=[O:13])=[C:8]([CH3:11])[CH:9]=2)[N:4]([CH3:17])[N:3]=1. The catalyst class is: 9. Reactant: [I:1][C:2]1[C:10]2[C:5](=[CH:6][C:7]([N+:12]([O-:14])=[O:13])=[C:8]([CH3:11])[CH:9]=2)[NH:4][N:3]=1.[H-].[Na+].[CH3:17]I.Cl. (7) Reactant: [Cl:1][C:2]1[N:3]=[CH:4][C:5]2[C:10]([C:11](O)=[O:12])=[C:9]([CH3:14])[N:8]([C@@H:15]([C:17]3[CH:22]=[CH:21][CH:20]=[CH:19][CH:18]=3)[CH3:16])[C:6]=2[N:7]=1.ON1C2C=CC=CC=2N=N1.Cl.CN(C)CCCN=C=NCC.C(N(CC)CC)C.[NH2:52][CH2:53][C:54]1[C:55]([OH:62])=[N:56][C:57]([CH3:61])=[CH:58][C:59]=1[CH3:60]. Product: [Cl:1][C:2]1[N:3]=[CH:4][C:5]2[C:10]([C:11]([NH:52][CH2:53][C:54]3[C:55]([OH:62])=[N:56][C:57]([CH3:61])=[CH:58][C:59]=3[CH3:60])=[O:12])=[C:9]([CH3:14])[N:8]([C@@H:15]([C:17]3[CH:18]=[CH:19][CH:20]=[CH:21][CH:22]=3)[CH3:16])[C:6]=2[N:7]=1. The catalyst class is: 4. (8) Reactant: [Si:1]([O:8][CH2:9][C:10]1[CH:11]=[C:12]([CH2:25][CH2:26][C:27]2[CH:28]=[C:29](/[C:33](/[CH2:37][CH3:38])=[CH:34]/[CH:35]=O)[CH:30]=[CH:31][CH:32]=2)[CH:13]=[CH:14][C:15]=1[CH2:16][O:17][Si:18]([C:21]([CH3:24])([CH3:23])[CH3:22])([CH3:20])[CH3:19])([C:4]([CH3:7])([CH3:6])[CH3:5])([CH3:3])[CH3:2].C1(P(C2C=CC=CC=2)C2C=CC=CC=2)C=CC=CC=1.[C:58](Br)(Br)([Br:60])[Br:59]. Product: [Si:1]([O:8][CH2:9][C:10]1[CH:11]=[C:12]([CH2:25][CH2:26][C:27]2[CH:28]=[C:29](/[C:33](/[CH2:37][CH3:38])=[CH:34]/[CH:35]=[C:58]([Br:60])[Br:59])[CH:30]=[CH:31][CH:32]=2)[CH:13]=[CH:14][C:15]=1[CH2:16][O:17][Si:18]([C:21]([CH3:24])([CH3:22])[CH3:23])([CH3:19])[CH3:20])([C:4]([CH3:6])([CH3:5])[CH3:7])([CH3:2])[CH3:3]. The catalyst class is: 401. (9) The catalyst class is: 218. Reactant: [C:1]1([C:25]2[CH:30]=[CH:29][CH:28]=[CH:27][CH:26]=2)[CH:6]=[CH:5][C:4]([NH:7][CH2:8][C:9]2[C:14]([C:15]([N:17]([CH:21]([CH3:23])[CH3:22])[CH:18]([CH3:20])[CH3:19])=[O:16])=[C:13](F)[N:12]=[CH:11][CH:10]=2)=[CH:3][CH:2]=1.CC[N:33]([CH:37]([CH3:39])C)[CH:34]([CH3:36])C.[NH2:40][CH2:41][C:42]1C=CC=CN=1. Product: [C:1]1([C:25]2[CH:30]=[CH:29][CH:28]=[CH:27][CH:26]=2)[CH:6]=[CH:5][C:4]([NH:7][CH2:8][C:9]2[C:14]([C:15]([N:17]([CH:21]([CH3:23])[CH3:22])[CH:18]([CH3:20])[CH3:19])=[O:16])=[C:13]([NH:40][CH2:41][C:42]3[CH:36]=[CH:34][N:33]=[CH:37][CH:39]=3)[N:12]=[CH:11][CH:10]=2)=[CH:3][CH:2]=1. (10) Reactant: [CH3:1][C:2]1[C:10]2[C:5](=[CH:6][CH:7]=[C:8]([N+:11]([O-])=O)[CH:9]=2)[NH:4][C:3]=1[C:14]([N:16]1[CH2:21][CH2:20][N:19]([CH3:22])[CH2:18][CH2:17]1)=[O:15].[ClH:23]. Product: [ClH:23].[NH2:11][C:8]1[CH:9]=[C:10]2[C:5](=[CH:6][CH:7]=1)[NH:4][C:3]([C:14]([N:16]1[CH2:21][CH2:20][N:19]([CH3:22])[CH2:18][CH2:17]1)=[O:15])=[C:2]2[CH3:1]. The catalyst class is: 696.